The task is: Predict the product of the given reaction.. This data is from Forward reaction prediction with 1.9M reactions from USPTO patents (1976-2016). (1) Given the reactants N([O-])=O.[Na+].[CH3:5][C:6]1[C:11]([O:12][C:13]2[CH:18]=[CH:17][C:16](N)=[CH:15][C:14]=2[F:20])=[CH:10][CH:9]=[C:8]([CH3:21])[N:7]=1.C(=O)([O-])[O-].[K+].[K+].CCOC(C)=O.[BrH:34], predict the reaction product. The product is: [Br:34][C:16]1[CH:17]=[CH:18][C:13]([O:12][C:11]2[C:6]([CH3:5])=[N:7][C:8]([CH3:21])=[CH:9][CH:10]=2)=[C:14]([F:20])[CH:15]=1. (2) The product is: [NH2:1][C:2]1[N:7]=[C:6]([CH2:8][OH:9])[CH:5]=[N:4][C:3]=1[C:12]1[C:17]([F:18])=[CH:16][N:15]=[C:14]([O:19][CH3:20])[CH:13]=1. Given the reactants [NH2:1][C:2]1[N:7]=[C:6]([C:8](OC)=[O:9])[CH:5]=[N:4][C:3]=1[C:12]1[C:17]([F:18])=[CH:16][N:15]=[C:14]([O:19][CH3:20])[CH:13]=1.[H-].[H-].[H-].[H-].[Li+].[Al+3], predict the reaction product.